Dataset: NCI-60 drug combinations with 297,098 pairs across 59 cell lines. Task: Regression. Given two drug SMILES strings and cell line genomic features, predict the synergy score measuring deviation from expected non-interaction effect. (1) Drug 1: CC12CCC(CC1=CCC3C2CCC4(C3CC=C4C5=CN=CC=C5)C)O. Drug 2: CCC1(CC2CC(C3=C(CCN(C2)C1)C4=CC=CC=C4N3)(C5=C(C=C6C(=C5)C78CCN9C7C(C=CC9)(C(C(C8N6C=O)(C(=O)OC)O)OC(=O)C)CC)OC)C(=O)OC)O.OS(=O)(=O)O. Cell line: CCRF-CEM. Synergy scores: CSS=68.3, Synergy_ZIP=2.25, Synergy_Bliss=2.62, Synergy_Loewe=-32.2, Synergy_HSA=-0.829. (2) Drug 1: CC1=CC=C(C=C1)C2=CC(=NN2C3=CC=C(C=C3)S(=O)(=O)N)C(F)(F)F. Drug 2: CC1C(C(CC(O1)OC2CC(OC(C2O)C)OC3=CC4=CC5=C(C(=O)C(C(C5)C(C(=O)C(C(C)O)O)OC)OC6CC(C(C(O6)C)O)OC7CC(C(C(O7)C)O)OC8CC(C(C(O8)C)O)(C)O)C(=C4C(=C3C)O)O)O)O. Synergy scores: CSS=61.3, Synergy_ZIP=8.57, Synergy_Bliss=7.60, Synergy_Loewe=-46.5, Synergy_HSA=-0.591. Cell line: MOLT-4.